Dataset: Forward reaction prediction with 1.9M reactions from USPTO patents (1976-2016). Task: Predict the product of the given reaction. (1) The product is: [C:1]([O:5][C:6]([N:8]1[C:16]2[C:11](=[CH:12][C:13]([CH:17]([OH:18])[C:34]3[CH:39]=[CH:38][CH:37]=[CH:36][CH:35]=3)=[CH:14][CH:15]=2)[CH:10]=[C:9]1[C:19]1[C:20]2[S:33][CH:32]=[CH:31][C:21]=2[N:22]([C:24]([O:26][C:27]([CH3:30])([CH3:29])[CH3:28])=[O:25])[N:23]=1)=[O:7])([CH3:4])([CH3:2])[CH3:3]. Given the reactants [C:1]([O:5][C:6]([N:8]1[C:16]2[C:11](=[CH:12][C:13]([CH:17]=[O:18])=[CH:14][CH:15]=2)[CH:10]=[C:9]1[C:19]1[C:20]2[S:33][CH:32]=[CH:31][C:21]=2[N:22]([C:24]([O:26][C:27]([CH3:30])([CH3:29])[CH3:28])=[O:25])[N:23]=1)=[O:7])([CH3:4])([CH3:3])[CH3:2].[C:34]1([Mg]Br)[CH:39]=[CH:38][CH:37]=[CH:36][CH:35]=1, predict the reaction product. (2) Given the reactants [H-].[Na+].C(OP([CH2:11][C:12]([NH:14][CH:15]([C:19]1[CH:48]=[CH:47][C:22]([O:23][CH2:24][CH2:25][O:26][CH2:27][CH2:28][O:29][CH2:30][CH2:31][N:32]([C:40]([O:42][C:43]([CH3:46])([CH3:45])[CH3:44])=[O:41])[C:33]([O:35][C:36]([CH3:39])([CH3:38])[CH3:37])=[O:34])=[CH:21][CH:20]=1)[CH2:16][CH2:17][CH3:18])=[O:13])(OCC)=O)C.[Br:49][C:50]1[N:55]=[C:54]([CH:56]=O)[CH:53]=[CH:52][CH:51]=1, predict the reaction product. The product is: [Br:49][C:50]1[N:55]=[C:54](/[CH:56]=[CH:11]/[C:12]([NH:14][CH:15]([C:19]2[CH:20]=[CH:21][C:22]([O:23][CH2:24][CH2:25][O:26][CH2:27][CH2:28][O:29][CH2:30][CH2:31][N:32]([C:40]([O:42][C:43]([CH3:44])([CH3:46])[CH3:45])=[O:41])[C:33]([O:35][C:36]([CH3:37])([CH3:39])[CH3:38])=[O:34])=[CH:47][CH:48]=2)[CH2:16][CH2:17][CH3:18])=[O:13])[CH:53]=[CH:52][CH:51]=1. (3) Given the reactants C(OC([N:8]1[CH2:13][CH2:12][C:11]2[N:14]([CH2:27][CH2:28][CH2:29]O)[N:15]=[C:16]([C:17]3[CH:22]=[CH:21][C:20]([C:23]([F:26])([F:25])[F:24])=[CH:19][CH:18]=3)[C:10]=2[CH2:9]1)=O)(C)(C)C.CCN(C(C)C)C(C)C.[CH3:40][S:41](Cl)(=[O:43])=[O:42].S([O-])(=O)(=O)C.[O:50]=[C:51]1[N:55]([CH2:56][C:57]#[N:58])[C:54]2[CH:59]=[CH:60][CH:61]=[CH:62][C:53]=2[N:52]1[CH:63]1[CH2:68][CH2:67][NH:66][CH2:65][CH2:64]1, predict the reaction product. The product is: [CH3:40][S:41]([N:8]1[CH2:13][CH2:12][C:11]2[N:14]([CH2:27][CH2:28][CH2:29][N:66]3[CH2:67][CH2:68][CH:63]([N:52]4[C:53]5[CH:62]=[CH:61][CH:60]=[CH:59][C:54]=5[N:55]([CH2:56][C:57]#[N:58])[C:51]4=[O:50])[CH2:64][CH2:65]3)[N:15]=[C:16]([C:17]3[CH:22]=[CH:21][C:20]([C:23]([F:26])([F:24])[F:25])=[CH:19][CH:18]=3)[C:10]=2[CH2:9]1)(=[O:43])=[O:42]. (4) Given the reactants Br[C:2]1[N:7]=[C:6]([C:8]#[N:9])[CH:5]=[CH:4][CH:3]=1.[CH:10]([C:12]1[CH:13]=[C:14](B(O)O)[CH:15]=[CH:16][CH:17]=1)=[O:11], predict the reaction product. The product is: [CH:10]([C:12]1[CH:17]=[C:16]([C:2]2[N:7]=[C:6]([C:8]#[N:9])[CH:5]=[CH:4][CH:3]=2)[CH:15]=[CH:14][CH:13]=1)=[O:11]. (5) Given the reactants [CH2:1]([N:3]1[CH2:8][C:7]([CH3:10])([CH3:9])[O:6][C:5](=[O:11])[CH:4]1[CH2:12][C:13]([OH:15])=O)[CH3:2].C(N(C(C)C)CC)(C)C.CN(C(ON1N=NC2C=CC=NC1=2)=[N+](C)C)C.F[P-](F)(F)(F)(F)F.[CH:49]1([CH2:55][NH2:56])[CH2:54][CH2:53][CH2:52][CH2:51][CH2:50]1, predict the reaction product. The product is: [CH:49]1([CH2:55][NH:56][C:13](=[O:15])[CH2:12][CH:4]2[C:5](=[O:11])[O:6][C:7]([CH3:9])([CH3:10])[CH2:8][N:3]2[CH2:1][CH3:2])[CH2:54][CH2:53][CH2:52][CH2:51][CH2:50]1.